This data is from Merck oncology drug combination screen with 23,052 pairs across 39 cell lines. The task is: Regression. Given two drug SMILES strings and cell line genomic features, predict the synergy score measuring deviation from expected non-interaction effect. (1) Drug 1: COc1cc(C2c3cc4c(cc3C(OC3OC5COC(C)OC5C(O)C3O)C3COC(=O)C23)OCO4)cc(OC)c1O. Drug 2: CCc1cnn2c(NCc3ccc[n+]([O-])c3)cc(N3CCCCC3CCO)nc12. Cell line: CAOV3. Synergy scores: synergy=56.2. (2) Drug 1: O=C(O)C1(Cc2cccc(Nc3nccs3)n2)CCC(Oc2cccc(Cl)c2F)CC1. Drug 2: Cn1cc(-c2cnn3c(N)c(Br)c(C4CCCNC4)nc23)cn1. Cell line: KPL1. Synergy scores: synergy=-5.46. (3) Drug 1: CN1C(=O)C=CC2(C)C3CCC4(C)C(NC(=O)OCC(F)(F)F)CCC4C3CCC12. Drug 2: Nc1ccn(C2OC(CO)C(O)C2(F)F)c(=O)n1. Cell line: LOVO. Synergy scores: synergy=1.71. (4) Drug 1: CN(C)C(=N)N=C(N)N. Drug 2: O=C(O)C1(Cc2cccc(Nc3nccs3)n2)CCC(Oc2cccc(Cl)c2F)CC1. Cell line: NCIH1650. Synergy scores: synergy=2.78. (5) Drug 1: CC1CC2C3CCC4=CC(=O)C=CC4(C)C3(F)C(O)CC2(C)C1(O)C(=O)CO. Drug 2: C=CCn1c(=O)c2cnc(Nc3ccc(N4CCN(C)CC4)cc3)nc2n1-c1cccc(C(C)(C)O)n1. Cell line: KPL1. Synergy scores: synergy=25.6.